This data is from Catalyst prediction with 721,799 reactions and 888 catalyst types from USPTO. The task is: Predict which catalyst facilitates the given reaction. (1) Reactant: [NH2:1][C:2]1[CH:7]=[C:6]([N+:8]([O-:10])=[O:9])[CH:5]=[CH:4][C:3]=1[N:11]1[CH2:16][CH2:15][N:14]([C:17]([C:19]2[CH:24]=[CH:23][CH:22]=[CH:21][CH:20]=2)=[O:18])[CH2:13][CH2:12]1.[CH:25](=O)[C:26]1[CH:31]=[CH:30][CH:29]=[CH:28][CH:27]=1.C(O[BH-](OC(=O)C)OC(=O)C)(=O)C.[Na+]. Product: [CH2:25]([NH:1][C:2]1[CH:7]=[C:6]([N+:8]([O-:10])=[O:9])[CH:5]=[CH:4][C:3]=1[N:11]1[CH2:12][CH2:13][N:14]([C:17](=[O:18])[C:19]2[CH:20]=[CH:21][CH:22]=[CH:23][CH:24]=2)[CH2:15][CH2:16]1)[C:26]1[CH:31]=[CH:30][CH:29]=[CH:28][CH:27]=1. The catalyst class is: 68. (2) Reactant: IC.[C:3]([O:7][C:8](=[O:19])[NH:9][C:10]1[CH:15]=[C:14]([CH3:16])[C:13]([Br:17])=[C:12]([CH3:18])[CH:11]=1)([CH3:6])([CH3:5])[CH3:4].[C:20](=O)([O-])[O-].[Cs+].[Cs+].[Cl-].[NH4+]. Product: [C:3]([O:7][C:8](=[O:19])[N:9]([C:10]1[CH:11]=[C:12]([CH3:18])[C:13]([Br:17])=[C:14]([CH3:16])[CH:15]=1)[CH3:20])([CH3:6])([CH3:5])[CH3:4]. The catalyst class is: 3. (3) Reactant: F[C:2]1[C:7]([Cl:8])=[CH:6][CH:5]=[CH:4][C:3]=1[N+:9]([O-:11])=[O:10].[CH3:12][NH2:13]. Product: [Cl:8][C:7]1[CH:6]=[CH:5][CH:4]=[C:3]([N+:9]([O-:11])=[O:10])[C:2]=1[NH:13][CH3:12]. The catalyst class is: 88.